From a dataset of Forward reaction prediction with 1.9M reactions from USPTO patents (1976-2016). Predict the product of the given reaction. (1) Given the reactants BrC[C:3]1[C:12]([N+:13]([O-:15])=[O:14])=[CH:11][CH:10]=[CH:9][C:4]=1[C:5]([O:7][CH3:8])=[O:6].[N+](C(C)C)([O-])=O.[CH3:22][O-:23].[Na+], predict the reaction product. The product is: [CH3:22][O:23][CH:8]1[C:3]2[C:4](=[CH:9][CH:10]=[CH:11][C:12]=2[N+:13]([O-:15])=[O:14])[C:5](=[O:6])[O:7]1. (2) Given the reactants [F:1][C:2]1[CH:9]=[C:8]([F:10])[CH:7]=[CH:6][C:3]=1[NH:4][CH3:5].C([O-])([O-])=O.[K+].[K+].Br[CH2:18][C:19]([O:21][CH3:22])=[O:20].O, predict the reaction product. The product is: [CH3:22][O:21][C:19](=[O:20])[CH2:18][N:4]([C:3]1[CH:6]=[CH:7][C:8]([F:10])=[CH:9][C:2]=1[F:1])[CH3:5].